From a dataset of Forward reaction prediction with 1.9M reactions from USPTO patents (1976-2016). Predict the product of the given reaction. (1) Given the reactants Cl.[CH:2]1([NH:5][C:6]2[C:7]3[CH:14]=[CH:13][N:12]([C@H:15]4[C@@H:19]5[O:20]C(C)(C)[O:22][C@@H:18]5[C@@H:17]([CH2:25][N:26]([CH2:31][CH2:32][CH2:33][CH2:34][C:35]5[N:39](COCC[Si](C)(C)C)[C:38]6[CH:48]=[C:49]([Cl:56])[C:50]([C:52]([F:55])([F:54])[F:53])=[CH:51][C:37]=6[N:36]=5)[S:27]([CH3:30])(=[O:29])=[O:28])[CH2:16]4)[C:8]=3[N:9]=[CH:10][N:11]=2)[CH2:4][CH2:3]1, predict the reaction product. The product is: [ClH:56].[Cl:56][C:49]1[C:50]([C:52]([F:55])([F:53])[F:54])=[CH:51][C:37]2[N:36]=[C:35]([CH2:34][CH2:33][CH2:32][CH2:31][N:26]([CH2:25][C@H:17]3[CH2:16][C@@H:15]([N:12]4[C:8]5[N:9]=[CH:10][N:11]=[C:6]([NH:5][CH:2]6[CH2:4][CH2:3]6)[C:7]=5[CH:14]=[CH:13]4)[C@H:19]([OH:20])[C@@H:18]3[OH:22])[S:27]([CH3:30])(=[O:28])=[O:29])[NH:39][C:38]=2[CH:48]=1. (2) The product is: [NH:11]1[C:15]2[CH:16]=[CH:17][CH:18]=[CH:19][C:14]=2[N:13]=[C:12]1[C@H:8]([NH:9][C:10](=[O:20])[NH:23][C@@H:24]1[CH2:25][CH2:26][C@H:27]([C:30]([O:32][CH3:33])=[O:31])[CH2:28][CH2:29]1)[CH2:7][C:6]1[CH:5]=[CH:4][C:3]([O:2][CH3:1])=[CH:22][CH:21]=1. Given the reactants [CH3:1][O:2][C:3]1[CH:22]=[CH:21][C:6]([CH2:7][C@@H:8]2[C:12]3=[N:13][C:14]4[CH:19]=[CH:18][CH:17]=[CH:16][C:15]=4[N:11]3[C:10](=[O:20])[NH:9]2)=[CH:5][CH:4]=1.[NH2:23][C@@H:24]1[CH2:29][CH2:28][C@H:27]([C:30]([O:32][CH3:33])=[O:31])[CH2:26][CH2:25]1.C(O)(C(F)(F)F)=O, predict the reaction product. (3) Given the reactants [CH2:1]([O:4][C:5]1[CH:10]=[CH:9][C:8]([C:11]2[N:16]=[CH:15][C:14]([C:17](OC)=[O:18])=[CH:13][N:12]=2)=[C:7]([C:21]([F:24])([F:23])[F:22])[CH:6]=1)[CH2:2][CH3:3].[H-].[H-].[H-].[H-].[Li+].[Al+3].C(O)(=O)CC(CC(O)=O)(C(O)=O)O.CCOC(C)=O, predict the reaction product. The product is: [CH2:1]([O:4][C:5]1[CH:10]=[CH:9][C:8]([C:11]2[N:12]=[CH:13][C:14]([CH2:17][OH:18])=[CH:15][N:16]=2)=[C:7]([C:21]([F:23])([F:24])[F:22])[CH:6]=1)[CH2:2][CH3:3]. (4) Given the reactants [NH2:1][C:2]1([CH2:11][C:12]([O:14]CC)=O)[CH2:10][C:9]2[C:4](=[CH:5][CH:6]=[CH:7][CH:8]=2)[CH2:3]1.[CH3:17][NH:18][C:19]([CH:21]1[CH2:31][C:25]2[N:26]([CH3:30])[C:27]([CH3:29])=[N:28][C:24]=2[C:23](=O)[CH2:22]1)=[O:20].O.C1(C)C=CC(S(O)(=O)=O)=CC=1, predict the reaction product. The product is: [CH3:17][NH:18][C:19]([CH:21]1[CH2:31][C:25]2[N:26]([CH3:30])[C:27]([CH3:29])=[N:28][C:24]=2[C:23]2[NH:1][C:2]3([CH2:3][C:4]4[C:9](=[CH:8][CH:7]=[CH:6][CH:5]=4)[CH2:10]3)[CH2:11][C:12](=[O:14])[C:22]1=2)=[O:20]. (5) Given the reactants [OH:1][CH2:2][CH2:3][S:4][CH2:5][CH2:6][CH2:7][N:8]([CH2:16][CH2:17][C:18]1[CH:23]=[CH:22][CH:21]=[C:20]([C:24]([F:27])([F:26])[F:25])[CH:19]=1)[C:9](=[O:15])[O:10][C:11]([CH3:14])([CH3:13])[CH3:12].CC(OI1(OC(C)=O)(OC(C)=O)OC(=O)C2C=CC=CC1=2)=O, predict the reaction product. The product is: [O:1]=[CH:2][CH2:3][S:4][CH2:5][CH2:6][CH2:7][N:8]([CH2:16][CH2:17][C:18]1[CH:23]=[CH:22][CH:21]=[C:20]([C:24]([F:27])([F:25])[F:26])[CH:19]=1)[C:9](=[O:15])[O:10][C:11]([CH3:13])([CH3:12])[CH3:14]. (6) The product is: [Br:1][C:2]1[CH:9]=[C:8]([F:10])[C:7]([CH2:11][O:12][CH3:14])=[CH:6][C:3]=1[C:4]#[N:5]. Given the reactants [Br:1][C:2]1[CH:9]=[C:8]([F:10])[C:7]([CH2:11][OH:12])=[CH:6][C:3]=1[C:4]#[N:5].I[CH3:14], predict the reaction product. (7) The product is: [CH3:1][O:2][C:3](=[O:37])[C:4]1[CH:9]=[C:8]([O:10][C:11]2[CH:12]=[C:13]([C:20]3[CH:21]=[CH:22][CH:23]=[CH:24][CH:25]=3)[C:14]([NH2:17])=[CH:15][CH:16]=2)[CH:7]=[CH:6][C:5]=1[NH:26][S:27]([C:30]1[CH:31]=[CH:32][C:33]([CH3:36])=[CH:34][CH:35]=1)(=[O:29])=[O:28]. Given the reactants [CH3:1][O:2][C:3](=[O:37])[C:4]1[CH:9]=[C:8]([O:10][C:11]2[CH:12]=[C:13]([C:20]3[CH:25]=[CH:24][CH:23]=[CH:22][CH:21]=3)[C:14]([N+:17]([O-])=O)=[CH:15][CH:16]=2)[CH:7]=[CH:6][C:5]=1[NH:26][S:27]([C:30]1[CH:35]=[CH:34][C:33]([CH3:36])=[CH:32][CH:31]=1)(=[O:29])=[O:28].[H][H], predict the reaction product. (8) The product is: [I:25][C:26](=[CH2:27])[CH2:32][C@@H:1]1[CH2:7][O:6][C:3]([CH3:5])([CH3:4])[O:2]1. Given the reactants [CH3:1][O:2][C:3]([O:6][CH3:7])([CH3:5])[CH3:4].C1(C)C=CC(S([O-])(=O)=O)=CC=1.[NH+]1C=CC=CC=1.[I:25][C:26](=[CH2:32])[CH2:27][C@@H](O)CO, predict the reaction product. (9) Given the reactants I[C:2]1[CH:7]=[CH:6][CH:5]=[C:4]([N+:8]([O-:10])=[O:9])[CH:3]=1.Br[C:12]([F:19])([F:18])[C:13]([O:15][CH2:16][CH3:17])=[O:14], predict the reaction product. The product is: [F:18][C:12]([F:19])([C:2]1[CH:7]=[CH:6][CH:5]=[C:4]([N+:8]([O-:10])=[O:9])[CH:3]=1)[C:13]([O:15][CH2:16][CH3:17])=[O:14]. (10) Given the reactants C1(S(CC2C(C(O)=O)=C(NCCNC(OC(C)(C)C)=O)C(C3C=COC=3)=CC=2)(=O)=O)C=CC=CC=1.[C:36]1([S:42]([CH2:45][C:46]2[C:51]([C:52]([O:54]C)=[O:53])=[C:50]([O:56][CH3:57])[C:49]([Br:58])=[CH:48][CH:47]=2)(=[O:44])=[O:43])[CH:41]=[CH:40][CH:39]=[CH:38][CH:37]=1, predict the reaction product. The product is: [C:36]1([S:42]([CH2:45][C:46]2[C:51]([C:52]([OH:54])=[O:53])=[C:50]([O:56][CH3:57])[C:49]([Br:58])=[CH:48][CH:47]=2)(=[O:44])=[O:43])[CH:37]=[CH:38][CH:39]=[CH:40][CH:41]=1.